From a dataset of Forward reaction prediction with 1.9M reactions from USPTO patents (1976-2016). Predict the product of the given reaction. (1) Given the reactants [Br:1][C:2]1[C:3]([O:9][CH3:10])=[N:4][C:5](Cl)=[N:6][CH:7]=1.[CH3:11][NH2:12], predict the reaction product. The product is: [Br:1][C:2]1[C:3]([O:9][CH3:10])=[N:4][C:5]([NH:12][CH3:11])=[N:6][CH:7]=1. (2) Given the reactants [CH3:1][C:2]1[CH:11]=[C:10]2[C:5]([CH:6]=[C:7]([CH:12]=[O:13])[CH:8]=[N:9]2)=[CH:4][CH:3]=1.[Li+].[BH4-].C([O-])(O)=O.[Na+], predict the reaction product. The product is: [CH3:1][C:2]1[CH:11]=[C:10]2[C:5]([CH:6]=[C:7]([CH2:12][OH:13])[CH:8]=[N:9]2)=[CH:4][CH:3]=1. (3) Given the reactants [C:1]([C:4]1[CH:8]=[C:7]([C:9]([NH:11][CH2:12][CH2:13][C:14]2[O:15][C:16]([C:19]3[CH:24]=[CH:23][C:22]([Cl:25])=[C:21]([Cl:26])[CH:20]=3)=[CH:17][CH:18]=2)=[O:10])[NH:6][N:5]=1)(=O)[CH3:2].[NH2:27][CH2:28][CH2:29][OH:30].[BH4-].[Na+].Cl, predict the reaction product. The product is: [Cl:26][C:21]1[CH:20]=[C:19]([C:16]2[O:15][C:14]([CH2:13][CH2:12][NH:11][C:9]([C:7]3[NH:6][N:5]=[C:4]([CH:1]([NH:27][CH2:28][CH2:29][OH:30])[CH3:2])[CH:8]=3)=[O:10])=[CH:18][CH:17]=2)[CH:24]=[CH:23][C:22]=1[Cl:25]. (4) Given the reactants [CH3:1][O:2][C:3]([CH:5]1[CH:10]([NH2:11])[CH:9]2[CH2:12][CH2:13][CH:6]1[CH2:7][CH2:8]2)=[O:4].[Cl:14][C:15]1[C:20]([C:21]#[N:22])=[CH:19][C:18]([F:23])=[C:17](Cl)[N:16]=1.CCN(CC)CC, predict the reaction product. The product is: [Cl:14][C:15]1[N:16]=[C:17]([NH:11][CH:10]2[CH:9]3[CH2:12][CH2:13][CH:6]([CH2:7][CH2:8]3)[CH:5]2[C:3]([O:2][CH3:1])=[O:4])[C:18]([F:23])=[CH:19][C:20]=1[C:21]#[N:22]. (5) Given the reactants C(=O)([O-])[O-].[K+].[K+].[Cl:7][C:8]1[N:9]=[C:10]([C:15]([NH:17][C@@H:18]2[CH2:23][CH2:22][N:21](C(=O)C(F)(F)F)[CH2:20][C@@H:19]2[NH:30][C:31](=[O:37])[O:32][C:33]([CH3:36])([CH3:35])[CH3:34])=[O:16])[NH:11][C:12]=1[CH2:13][CH3:14].C(N(CC)CC)C.Br[C:46]1[S:47][C:48]2[C:54]([C:55]([O:57][CH2:58][CH3:59])=[O:56])=[CH:53][CH:52]=[CH:51][C:49]=2[N:50]=1, predict the reaction product. The product is: [C:33]([O:32][C:31]([NH:30][C@@H:19]1[C@H:18]([NH:17][C:15]([C:10]2[NH:11][C:12]([CH2:13][CH3:14])=[C:8]([Cl:7])[N:9]=2)=[O:16])[CH2:23][CH2:22][N:21]([C:46]2[S:47][C:48]3[C:54]([C:55]([O:57][CH2:58][CH3:59])=[O:56])=[CH:53][CH:52]=[CH:51][C:49]=3[N:50]=2)[CH2:20]1)=[O:37])([CH3:36])([CH3:34])[CH3:35]. (6) Given the reactants [C:1]([C:5]1[CH:6]=[C:7]([NH2:18])[N:8]([C:10]2[CH:15]=[CH:14][C:13](OC)=[CH:12][CH:11]=2)[N:9]=1)([CH3:4])([CH3:3])[CH3:2].[Cl:19][C:20]1[N:25]=[CH:24][N:23]=[C:22]([O:26][C:27]2[CH:28]=[C:29]3[C:34](=[CH:35][CH:36]=2)[C:33]([C:37](Cl)=[O:38])=[CH:32][CH:31]=[CH:30]3)[CH:21]=1.N1C=CC=C[CH:41]=1.C([O-])([O-])=O.[Na+].[Na+], predict the reaction product. The product is: [C:1]([C:5]1[CH:6]=[C:7]([NH:18][C:37]([C:33]2[C:34]3[C:29](=[CH:28][C:27]([O:26][C:22]4[CH:21]=[C:20]([Cl:19])[N:25]=[CH:24][N:23]=4)=[CH:36][CH:35]=3)[CH:30]=[CH:31][CH:32]=2)=[O:38])[N:8]([C:10]2[CH:11]=[CH:12][C:13]([CH3:41])=[CH:14][CH:15]=2)[N:9]=1)([CH3:2])([CH3:3])[CH3:4]. (7) Given the reactants [NH2:1][C:2]1[CH:7]=[CH:6][C:5]([CH2:8][CH2:9][CH2:10][CH2:11][CH2:12][C:13](=[O:18])[CH2:14][CH2:15][CH2:16][CH3:17])=[CH:4][CH:3]=1.C(OC([N:26]1[CH2:30][CH2:29][C@H:28]([OH:31])[C@H:27]1[C:32](O)=[O:33])=O)(C)(C)C, predict the reaction product. The product is: [OH:31][C@H:28]1[CH2:29][CH2:30][NH:26][C@@H:27]1[C:32]([NH:1][C:2]1[CH:3]=[CH:4][C:5]([CH2:8][CH2:9][CH2:10][CH2:11][CH2:12][C:13](=[O:18])[CH2:14][CH2:15][CH2:16][CH3:17])=[CH:6][CH:7]=1)=[O:33]. (8) Given the reactants [CH3:1][O:2][CH2:3][C@@H:4]([O:6][C:7]1[CH:8]=[C:9]([CH:13]=[C:14]([O:16][C:17]2[CH:22]=[CH:21][C:20]([S:23]([CH3:26])(=[O:25])=[O:24])=[CH:19][CH:18]=2)[CH:15]=1)[C:10](O)=[O:11])[CH3:5].C(Cl)(=O)C(Cl)=O.[Cl:33][CH2:34][C:35]1[N:36]=[C:37]([NH2:40])[S:38][CH:39]=1.CCN(C(C)C)C(C)C.CN(C1C=CC=CN=1)C, predict the reaction product. The product is: [Cl:33][CH2:34][C:35]1[N:36]=[C:37]([NH:40][C:10](=[O:11])[C:9]2[CH:13]=[C:14]([O:16][C:17]3[CH:18]=[CH:19][C:20]([S:23]([CH3:26])(=[O:25])=[O:24])=[CH:21][CH:22]=3)[CH:15]=[C:7]([O:6][C@@H:4]([CH3:5])[CH2:3][O:2][CH3:1])[CH:8]=2)[S:38][CH:39]=1. (9) Given the reactants [Al+3].[Cl-].[Cl-].[Cl-].[C:5]12([C:15](Cl)=[O:16])[CH2:14][CH:9]3[CH2:10][CH:11]([CH2:13][CH:7]([CH2:8]3)[CH2:6]1)[CH2:12]2.[F:18][C:19]1[CH:20]=[C:21]([OH:25])[CH:22]=[CH:23][CH:24]=1.CCCCCCC.C1(C)C=CC=CC=1, predict the reaction product. The product is: [C:5]12([C:15]([C:24]3[CH:23]=[CH:22][C:21]([OH:25])=[CH:20][C:19]=3[F:18])=[O:16])[CH2:14][CH:9]3[CH2:10][CH:11]([CH2:13][CH:7]([CH2:8]3)[CH2:6]1)[CH2:12]2.